From a dataset of Full USPTO retrosynthesis dataset with 1.9M reactions from patents (1976-2016). Predict the reactants needed to synthesize the given product. Given the product [Cl:1][C:2]1[CH:7]=[CH:6][C:5]([C:8]2[C:12]3[CH2:13][N:14]([S:17]([CH3:20])(=[O:18])=[O:19])[CH2:15][CH2:16][C:11]=3[N:10]([CH2:21][CH2:22][CH2:23][N:24]3[CH2:25][CH2:26][O:27][CH2:28][CH2:29]3)[N:9]=2)=[CH:4][C:3]=1[C:30]#[C:31][C:32]1[CH:33]=[CH:34][C:35]([CH2:36][NH:37][S:47]([CH3:46])(=[O:49])=[O:48])=[CH:38][CH:39]=1, predict the reactants needed to synthesize it. The reactants are: [Cl:1][C:2]1[CH:7]=[CH:6][C:5]([C:8]2[C:12]3[CH2:13][N:14]([S:17]([CH3:20])(=[O:19])=[O:18])[CH2:15][CH2:16][C:11]=3[N:10]([CH2:21][CH2:22][CH2:23][N:24]3[CH2:29][CH2:28][O:27][CH2:26][CH2:25]3)[N:9]=2)=[CH:4][C:3]=1[C:30]#[C:31][C:32]1[CH:39]=[CH:38][C:35]([CH2:36][NH2:37])=[CH:34][CH:33]=1.N1C=CC=CC=1.[CH3:46][S:47](Cl)(=[O:49])=[O:48].